This data is from Full USPTO retrosynthesis dataset with 1.9M reactions from patents (1976-2016). The task is: Predict the reactants needed to synthesize the given product. The reactants are: [F:1][C:2]1[CH:3]=[C:4]([C@@H:9]2[NH:23][C:13]3[NH:14][C:15](=[O:22])[N:16]([CH:19]([CH3:21])[CH3:20])[C:17](=[O:18])[C:12]=3[C:11](=O)[CH2:10]2)[CH:5]=[CH:6][C:7]=1[F:8].[Li+].[BH4-].O.CC#N. Given the product [F:1][C:2]1[CH:3]=[C:4]([C@@H:9]2[NH:23][C:13]3[NH:14][C:15](=[O:22])[N:16]([CH:19]([CH3:21])[CH3:20])[C:17](=[O:18])[C:12]=3[CH2:11][CH2:10]2)[CH:5]=[CH:6][C:7]=1[F:8], predict the reactants needed to synthesize it.